This data is from Full USPTO retrosynthesis dataset with 1.9M reactions from patents (1976-2016). The task is: Predict the reactants needed to synthesize the given product. (1) The reactants are: Br[C:2]1[CH:3]=[CH:4][C:5]2[O:14][CH2:13][CH2:12][N:11]3[C:7](=[N:8][C:9]([C:15]4[N:16]([CH:21]([CH3:23])[CH3:22])[N:17]=[C:18]([CH3:20])[N:19]=4)=[CH:10]3)[C:6]=2[CH:24]=1.[CH3:25][N:26]1[CH2:31][CH2:30][CH:29]([CH:32]2[CH2:37][CH2:36][CH2:35][CH2:34][NH:33]2)[CH2:28][CH2:27]1.CC(C)([O-])C.[Na+]. Given the product [CH:21]([N:16]1[C:15]([C:9]2[N:8]=[C:7]3[C:6]4[CH:24]=[CH:2][C:3]([N:33]5[CH2:34][CH2:35][CH2:36][CH2:37][CH:32]5[CH:29]5[CH2:28][CH2:27][N:26]([CH3:25])[CH2:31][CH2:30]5)=[CH:4][C:5]=4[O:14][CH2:13][CH2:12][N:11]3[CH:10]=2)=[N:19][C:18]([CH3:20])=[N:17]1)([CH3:23])[CH3:22], predict the reactants needed to synthesize it. (2) Given the product [C:23]([O:27][C:28](=[O:40])[NH:29][C:30]1[O:34][N:33]=[C:32]([C:35]([CH3:39])([CH3:38])[CH:36]=[O:37])[CH:31]=1)([CH3:26])([CH3:24])[CH3:25], predict the reactants needed to synthesize it. The reactants are: CC(OI1(OC(C)=O)(OC(C)=O)OC(=O)C2C=CC=CC1=2)=O.[C:23]([O:27][C:28](=[O:40])[NH:29][C:30]1[O:34][N:33]=[C:32]([C:35]([CH3:39])([CH3:38])[CH2:36][OH:37])[CH:31]=1)([CH3:26])([CH3:25])[CH3:24]. (3) Given the product [NH2:7][CH2:8][CH2:9][CH2:10][N:11]([CH2:16][C:17]1[CH:22]=[CH:21][CH:20]=[C:19]([C:23]2[CH:28]=[CH:27][N:26]=[C:25]([NH:31][CH2:32][CH2:33][C:34]3[CH:39]=[CH:38][CH:37]=[CH:36][C:35]=3[OH:40])[N:24]=2)[CH:18]=1)[S:12]([CH3:15])(=[O:13])=[O:14], predict the reactants needed to synthesize it. The reactants are: C(OC(=O)[NH:7][CH2:8][CH2:9][CH2:10][N:11]([CH2:16][C:17]1[CH:22]=[CH:21][CH:20]=[C:19]([C:23]2[CH:28]=[CH:27][N:26]=[C:25](Cl)[N:24]=2)[CH:18]=1)[S:12]([CH3:15])(=[O:14])=[O:13])(C)(C)C.[NH2:31][CH2:32][CH2:33][C:34]1[CH:39]=[CH:38][CH:37]=[CH:36][C:35]=1[OH:40]. (4) Given the product [CH3:1][O:2][C:3]1[CH:8]=[CH:7][C:6]([NH:9][S:26]([C:23]2[S:22][C:21]3[CH:30]=[CH:31][C:18]([Cl:17])=[CH:19][C:20]=3[C:24]=2[CH3:25])(=[O:28])=[O:27])=[CH:5][C:4]=1[C:10]1[CH2:15][CH2:14][N:13]([CH3:16])[CH2:12][CH:11]=1, predict the reactants needed to synthesize it. The reactants are: [CH3:1][O:2][C:3]1[CH:8]=[CH:7][C:6]([NH2:9])=[CH:5][C:4]=1[C:10]1[CH2:11][CH2:12][N:13]([CH3:16])[CH2:14][CH:15]=1.[Cl:17][C:18]1[CH:31]=[CH:30][C:21]2[S:22][C:23]([S:26](Cl)(=[O:28])=[O:27])=[C:24]([CH3:25])[C:20]=2[CH:19]=1. (5) Given the product [Si:12]([O:19][N:20]=[C:21]1[C:29]2[C:24](=[CH:25][C:26]([NH:30][C:31]3[C:39]4[C:34](=[CH:35][N:36]=[CH:37][CH:38]=4)[S:33][C:32]=3[C:40]([NH:1][C:2]3[CH:7]=[CH:6][CH:5]=[CH:4][CH:3]=3)=[O:42])=[CH:27][CH:28]=2)[CH2:23][CH2:22]1)([C:15]([CH3:17])([CH3:16])[CH3:18])([CH3:14])[CH3:13], predict the reactants needed to synthesize it. The reactants are: [NH2:1][C:2]1[CH:7]=[CH:6][CH:5]=[CH:4][CH:3]=1.C[Al](C)C.[Si:12]([O:19][N:20]=[C:21]1[C:29]2[C:24](=[CH:25][C:26]([NH:30][C:31]3[C:39]4[C:34](=[CH:35][N:36]=[CH:37][CH:38]=4)[S:33][C:32]=3[C:40]([O:42]CC)=O)=[CH:27][CH:28]=2)[CH2:23][CH2:22]1)([C:15]([CH3:18])([CH3:17])[CH3:16])([CH3:14])[CH3:13]. (6) Given the product [CH3:1][S:2]([CH:5]([CH2:16][CH:15]=[CH2:14])[C:6]#[N:7])(=[O:4])=[O:3], predict the reactants needed to synthesize it. The reactants are: [CH3:1][S:2]([CH2:5][C:6]#[N:7])(=[O:4])=[O:3].C(=O)([O-])[O-].[K+].[K+].[CH2:14](Br)[CH:15]=[CH2:16]. (7) Given the product [C:14]([O:13][C:11]([NH:10][C:9]1[C:4]([C:3]([OH:18])=[O:2])=[CH:5][N:6]=[CH:7][CH:8]=1)=[O:12])([CH3:17])([CH3:15])[CH3:16], predict the reactants needed to synthesize it. The reactants are: C[O:2][C:3](=[O:18])[C:4]1[C:9]([NH:10][C:11]([O:13][C:14]([CH3:17])([CH3:16])[CH3:15])=[O:12])=[CH:8][CH:7]=[N:6][CH:5]=1.[OH-].[Na+].Cl. (8) Given the product [CH3:10][C:11]1[CH:12]=[C:13]([CH:16]=[CH:17][C:18]=1[C:19]1[S:20][C:21]2[C:26]([N:27]=1)=[CH:25][CH:24]=[C:23]([C:28]1([C:31]3[CH:36]=[CH:35][CH:34]=[CH:33][CH:32]=3)[CH2:30][CH2:29]1)[N:22]=2)[CH:14]=[O:38], predict the reactants needed to synthesize it. The reactants are: CC(C[AlH]CC(C)C)C.[CH3:10][C:11]1[CH:12]=[C:13]([CH:16]=[CH:17][C:18]=1[C:19]1[S:20][C:21]2[C:26]([N:27]=1)=[CH:25][CH:24]=[C:23]([C:28]1([C:31]3[CH:36]=[CH:35][CH:34]=[CH:33][CH:32]=3)[CH2:30][CH2:29]1)[N:22]=2)[C:14]#N.C(C(C(C([O-])=O)O)O)([O-])=[O:38]. (9) Given the product [Cl:8][C:6]1[CH:5]=[C:4]([C:9]2[CH:14]=[CH:13][C:12]([O:15][CH:16]([CH3:18])[CH3:17])=[CH:11][CH:10]=2)[N:3]=[C:2]([C:23]2[CH:24]=[CH:25][CH:26]=[C:21]([O:20][CH3:19])[N:22]=2)[CH:7]=1, predict the reactants needed to synthesize it. The reactants are: Cl[C:2]1[CH:7]=[C:6]([Cl:8])[CH:5]=[C:4]([C:9]2[CH:14]=[CH:13][C:12]([O:15][CH:16]([CH3:18])[CH3:17])=[CH:11][CH:10]=2)[N:3]=1.[CH3:19][O:20][C:21]1[CH:26]=[CH:25][CH:24]=[C:23]([Sn](CCCC)(CCCC)CCCC)[N:22]=1.[F-].[Cs+]. (10) Given the product [C:1]([O:5][C:6]1[CH:21]=[CH:20][C:9]([O:10][C:11]2[CH:19]=[CH:18][C:14]([C:15]([OH:17])=[O:16])=[CH:13][CH:12]=2)=[CH:8][CH:7]=1)(=[O:3])[CH3:2], predict the reactants needed to synthesize it. The reactants are: [C:1](Cl)(=[O:3])[CH3:2].[OH:5][C:6]1[CH:21]=[CH:20][C:9]([O:10][C:11]2[CH:19]=[CH:18][C:14]([C:15]([OH:17])=[O:16])=[CH:13][CH:12]=2)=[CH:8][CH:7]=1.